Dataset: Full USPTO retrosynthesis dataset with 1.9M reactions from patents (1976-2016). Task: Predict the reactants needed to synthesize the given product. Given the product [CH3:3][O:4][C:5]1[CH:6]=[C:7]([C:11]2([C:23]#[N:24])[CH2:12][CH2:13][N:14]([CH:17]3[CH2:22][CH2:21][N:20]([CH3:25])[CH2:19][CH2:18]3)[CH2:15][CH2:16]2)[CH:8]=[CH:9][CH:10]=1, predict the reactants needed to synthesize it. The reactants are: Cl.Cl.[CH3:3][O:4][C:5]1[CH:6]=[C:7]([C:11]2([C:23]#[N:24])[CH2:16][CH2:15][N:14]([CH:17]3[CH2:22][CH2:21][NH:20][CH2:19][CH2:18]3)[CH2:13][CH2:12]2)[CH:8]=[CH:9][CH:10]=1.[C:25](=O)([O-])[O-].[K+].[K+].CI.